The task is: Regression. Given two drug SMILES strings and cell line genomic features, predict the synergy score measuring deviation from expected non-interaction effect.. This data is from NCI-60 drug combinations with 297,098 pairs across 59 cell lines. (1) Drug 1: CC1=C2C(C(=O)C3(C(CC4C(C3C(C(C2(C)C)(CC1OC(=O)C(C(C5=CC=CC=C5)NC(=O)OC(C)(C)C)O)O)OC(=O)C6=CC=CC=C6)(CO4)OC(=O)C)OC)C)OC. Drug 2: CC1=C(C=C(C=C1)NC(=O)C2=CC=C(C=C2)CN3CCN(CC3)C)NC4=NC=CC(=N4)C5=CN=CC=C5. Cell line: T-47D. Synergy scores: CSS=34.3, Synergy_ZIP=3.23, Synergy_Bliss=1.38, Synergy_Loewe=-18.6, Synergy_HSA=1.78. (2) Drug 1: C1CC(C1)(C(=O)O)C(=O)O.[NH2-].[NH2-].[Pt+2]. Drug 2: C1C(C(OC1N2C=NC(=NC2=O)N)CO)O. Cell line: MOLT-4. Synergy scores: CSS=84.6, Synergy_ZIP=1.45, Synergy_Bliss=1.37, Synergy_Loewe=5.20, Synergy_HSA=6.85. (3) Drug 1: CC12CCC3C(C1CCC2O)C(CC4=C3C=CC(=C4)O)CCCCCCCCCS(=O)CCCC(C(F)(F)F)(F)F. Drug 2: CN(C(=O)NC(C=O)C(C(C(CO)O)O)O)N=O. Cell line: HS 578T. Synergy scores: CSS=5.76, Synergy_ZIP=1.18, Synergy_Bliss=3.54, Synergy_Loewe=1.25, Synergy_HSA=0.0978. (4) Drug 1: C(=O)(N)NO. Drug 2: C1=NC2=C(N=C(N=C2N1C3C(C(C(O3)CO)O)F)Cl)N. Cell line: A549. Synergy scores: CSS=5.20, Synergy_ZIP=-1.78, Synergy_Bliss=0.903, Synergy_Loewe=-1.52, Synergy_HSA=1.01. (5) Synergy scores: CSS=41.9, Synergy_ZIP=1.77, Synergy_Bliss=1.07, Synergy_Loewe=1.71, Synergy_HSA=1.17. Cell line: UACC62. Drug 2: C1=CC(=CC=C1C#N)C(C2=CC=C(C=C2)C#N)N3C=NC=N3. Drug 1: CC12CCC3C(C1CCC2=O)CC(=C)C4=CC(=O)C=CC34C.